Predict which catalyst facilitates the given reaction. From a dataset of Catalyst prediction with 721,799 reactions and 888 catalyst types from USPTO. (1) Reactant: [CH3:1][O:2][C:3]1[CH:8]=[CH:7][C:6]([N+:9]([O-])=O)=[CH:5][C:4]=1[NH:12][C:13](=[O:19])[O:14][C:15]([CH3:18])([CH3:17])[CH3:16]. Product: [NH2:9][C:6]1[CH:7]=[CH:8][C:3]([O:2][CH3:1])=[C:4]([NH:12][C:13](=[O:19])[O:14][C:15]([CH3:16])([CH3:17])[CH3:18])[CH:5]=1. The catalyst class is: 29. (2) Reactant: [CH2:1]([O:8][CH2:9][C:10]1([CH3:13])[CH2:12][O:11]1)[C:2]1[CH:7]=[CH:6][CH:5]=[CH:4][CH:3]=1.C([O-])([O-])=O.[K+].[K+].[Br:20][C:21]1[C:28]([OH:29])=[CH:27][CH:26]=[CH:25][C:22]=1[CH:23]=[O:24]. Product: [CH2:1]([O:8][CH2:9][C:10]([OH:11])([CH3:12])[CH2:13][O:29][C:28]1[C:21]([Br:20])=[C:22]([CH:25]=[CH:26][CH:27]=1)[CH:23]=[O:24])[C:2]1[CH:7]=[CH:6][CH:5]=[CH:4][CH:3]=1. The catalyst class is: 163. (3) Reactant: [CH2:1]([C:4]1[CH:9]=[CH:8][CH:7]=[CH:6][C:5]=1[OH:10])[CH:2]=[CH2:3].Cl[Sn](Cl)(Cl)Cl.[I:16]I. Product: [I:16][CH2:3][CH:2]1[CH2:1][C:4]2[CH:9]=[CH:8][CH:7]=[CH:6][C:5]=2[O:10]1. The catalyst class is: 4. (4) Reactant: Cl.[NH2:2][C@H:3]([C:8]1[CH:13]=[CH:12][C:11]([OH:14])=[CH:10][CH:9]=1)[C:4]([O:6][CH3:7])=[O:5].O1CCOCC1.C(N(CC)CC)C.[C:28]([O:32][C:33](O[C:33]([O:32][C:28]([CH3:31])([CH3:30])[CH3:29])=[O:34])=[O:34])([CH3:31])([CH3:30])[CH3:29]. Product: [C:28]([O:32][C:33]([NH:2][C@H:3]([C:8]1[CH:9]=[CH:10][C:11]([OH:14])=[CH:12][CH:13]=1)[C:4]([O:6][CH3:7])=[O:5])=[O:34])([CH3:31])([CH3:30])[CH3:29]. The catalyst class is: 6. (5) Reactant: [C:1]([O:5][C:6](=[O:25])[CH2:7][CH:8]([NH:18][C:19]([O:21][CH2:22][CH:23]=[CH2:24])=[O:20])[CH:9]([OH:17])[CH2:10][C:11]1[CH:16]=[CH:15][CH:14]=[CH:13][CH:12]=1)([CH3:4])([CH3:3])[CH3:2].CC(OI1(OC(C)=O)(OC(C)=O)OC(=O)C2C=CC=CC1=2)=O.[OH-].[Na+]. Product: [C:1]([O:5][C:6](=[O:25])[CH2:7][CH:8]([NH:18][C:19]([O:21][CH2:22][CH:23]=[CH2:24])=[O:20])[C:9](=[O:17])[CH2:10][C:11]1[CH:16]=[CH:15][CH:14]=[CH:13][CH:12]=1)([CH3:4])([CH3:3])[CH3:2]. The catalyst class is: 158.